From a dataset of Full USPTO retrosynthesis dataset with 1.9M reactions from patents (1976-2016). Predict the reactants needed to synthesize the given product. The reactants are: [OH-].[Na+].[C:3]1([C:9]2[N:10]=[C:11]([CH2:14][C:15]#[N:16])[S:12][CH:13]=2)[CH:8]=[CH:7][CH:6]=[CH:5][CH:4]=1.Br[CH2:18][CH2:19]Br. Given the product [C:3]1([C:9]2[N:10]=[C:11]([C:14]3([C:15]#[N:16])[CH2:19][CH2:18]3)[S:12][CH:13]=2)[CH:4]=[CH:5][CH:6]=[CH:7][CH:8]=1, predict the reactants needed to synthesize it.